Dataset: Full USPTO retrosynthesis dataset with 1.9M reactions from patents (1976-2016). Task: Predict the reactants needed to synthesize the given product. (1) Given the product [CH2:19]([N:16]1[CH2:17][CH2:18][C:13]([C:11]2[S:12][C:8]([C:5]3[CH:6]=[CH:7][C:2]([NH:1][C:35]([NH:34][C:25]4[CH:26]=[C:27]([C:30]([F:31])([F:33])[F:32])[CH:28]=[CH:29][C:24]=4[F:23])=[O:36])=[C:3]([F:22])[CH:4]=3)=[CH:9][N:10]=2)([OH:21])[CH2:14][CH2:15]1)[CH3:20], predict the reactants needed to synthesize it. The reactants are: [NH2:1][C:2]1[CH:7]=[CH:6][C:5]([C:8]2[S:12][C:11]([C:13]3([OH:21])[CH2:18][CH2:17][N:16]([CH2:19][CH3:20])[CH2:15][CH2:14]3)=[N:10][CH:9]=2)=[CH:4][C:3]=1[F:22].[F:23][C:24]1[CH:29]=[CH:28][C:27]([C:30]([F:33])([F:32])[F:31])=[CH:26][C:25]=1[N:34]=[C:35]=[O:36]. (2) Given the product [F:16][C:17]1([F:21])[CH2:20][N:19]([C:4]([C:3]2[CH:7]=[CH:8][C:9]([S:11]([CH3:14])(=[O:13])=[O:12])=[CH:10][C:2]=2[NH:1][C:32]([C:22]23[CH2:31][CH:26]4[CH2:27][CH:28]([CH2:30][CH:24]([CH2:25]4)[O:23]2)[CH2:29]3)=[O:33])=[O:6])[CH2:18]1, predict the reactants needed to synthesize it. The reactants are: [NH2:1][C:2]1[CH:10]=[C:9]([S:11]([CH3:14])(=[O:13])=[O:12])[CH:8]=[CH:7][C:3]=1[C:4]([OH:6])=O.Cl.[F:16][C:17]1([F:21])[CH2:20][NH:19][CH2:18]1.[C:22]12([C:32](Cl)=[O:33])[CH2:31][CH:26]3[CH2:27][CH:28]([CH2:30][CH:24]([CH2:25]3)[O:23]1)[CH2:29]2.C(N(CC)CC)C. (3) Given the product [C:1]([O:5][C:6](=[O:7])[NH:8][C@H:9]([CH2:29][C:30]1[CH:35]=[C:34]([F:36])[C:33]([F:37])=[CH:32][C:31]=1[F:38])[CH2:10][C:11]([N:13]1[CH2:18][CH2:17][N:16]2[C:19]([C:25]([F:27])([F:28])[F:26])=[N:20][C:21]([C:22](=[O:24])[NH:47][CH3:46])=[C:15]2[CH2:14]1)=[O:12])([CH3:2])([CH3:3])[CH3:4], predict the reactants needed to synthesize it. The reactants are: [C:1]([O:5][C:6]([NH:8][C@H:9]([CH2:29][C:30]1[CH:35]=[C:34]([F:36])[C:33]([F:37])=[CH:32][C:31]=1[F:38])[CH2:10][C:11]([N:13]1[CH2:18][CH2:17][N:16]2[C:19]([C:25]([F:28])([F:27])[F:26])=[N:20][C:21]([C:22]([OH:24])=O)=[C:15]2[CH2:14]1)=[O:12])=[O:7])([CH3:4])([CH3:3])[CH3:2].Cl.CN.O=C1[N:47]([ClH]P([ClH]N2CCOC2=O)=O)[CH2:46]CO1.C(N(CC)CC)C. (4) The reactants are: [CH3:1][C:2]1[CH:11]=[CH:10][C:9]2[C:4](=[CH:5][CH:6]=[CH:7][C:8]=2[N:12]2[CH2:17][CH2:16][NH:15][CH2:14][CH2:13]2)[N:3]=1.Cl[CH2:19][C:20]([C:22]1[CH:23]=[C:24]([F:33])[C:25]2[O:30][CH2:29][C:28](=[O:31])[NH:27][C:26]=2[CH:32]=1)=[O:21]. Given the product [F:33][C:24]1[C:25]2[O:30][CH2:29][C:28](=[O:31])[NH:27][C:26]=2[CH:32]=[C:22]([C:20](=[O:21])[CH2:19][N:15]2[CH2:16][CH2:17][N:12]([C:8]3[CH:7]=[CH:6][CH:5]=[C:4]4[C:9]=3[CH:10]=[CH:11][C:2]([CH3:1])=[N:3]4)[CH2:13][CH2:14]2)[CH:23]=1, predict the reactants needed to synthesize it. (5) Given the product [C:11]([O:15][C:16]([N:18]1[CH2:26][CH:25]2[CH:20]([CH2:21][CH2:22][C:23](=[O:27])[CH2:24]2)[CH2:19]1)=[O:17])([CH3:14])([CH3:12])[CH3:13], predict the reactants needed to synthesize it. The reactants are: C(Cl)(=O)C(Cl)=O.CS(C)=O.[C:11]([O:15][C:16]([N:18]1[CH2:26][CH:25]2[CH:20]([CH2:21][CH2:22][CH:23]([OH:27])[CH2:24]2)[CH2:19]1)=[O:17])([CH3:14])([CH3:13])[CH3:12].C(N(CC)CC)C. (6) The reactants are: [CH3:1][C:2]1[CH:3]=[C:4]([CH:13]=[CH:14][CH:15]=1)[CH2:5][CH2:6][NH:7][C:8](=O)[O:9]CC.O=P12OP3(OP(OP(O3)(O1)=O)(=O)O2)=O.O=P(Cl)(Cl)Cl. Given the product [CH3:1][C:2]1[CH:3]=[C:4]2[C:13](=[CH:14][CH:15]=1)[C:8](=[O:9])[NH:7][CH2:6][CH2:5]2, predict the reactants needed to synthesize it. (7) Given the product [C:4]1([CH2:3][CH:12]([C:11]([C:14]2[CH:19]=[CH:18][CH:17]=[CH:16][CH:15]=2)=[O:13])[CH2:3][C:4]2[CH:9]=[CH:8][CH:7]=[CH:6][CH:5]=2)[CH:9]=[CH:8][CH:7]=[CH:6][CH:5]=1, predict the reactants needed to synthesize it. The reactants are: [OH-].[K+].[CH2:3](Br)[C:4]1[CH:9]=[CH:8][CH:7]=[CH:6][CH:5]=1.[C:11]([C:14]1[CH:19]=[CH:18][CH:17]=[CH:16][CH:15]=1)(=[O:13])[CH3:12].